From a dataset of Forward reaction prediction with 1.9M reactions from USPTO patents (1976-2016). Predict the product of the given reaction. (1) Given the reactants [CH:1]1([C:7]([OH:9])=O)[CH2:6][CH2:5][CH2:4][CH2:3][CH2:2]1.CN(C(ON1N=NC2C=CC=NC1=2)=[N+](C)C)C.F[P-](F)(F)(F)(F)F.C(N(C(C)C)C(C)C)C.[O:43]1[CH2:48][CH2:47][O:46][CH2:45][CH:44]1[C:49]1[C:57]2[S:56][C:55]([NH2:58])=[N:54][C:53]=2[C:52]([O:59][CH3:60])=[CH:51][CH:50]=1, predict the reaction product. The product is: [O:43]1[CH2:48][CH2:47][O:46][CH2:45][CH:44]1[C:49]1[C:57]2[S:56][C:55]([NH:58][C:7]([CH:1]3[CH2:2][CH2:3][CH2:4][CH2:5][CH2:6]3)=[O:9])=[N:54][C:53]=2[C:52]([O:59][CH3:60])=[CH:51][CH:50]=1. (2) Given the reactants [OH:1][C@H:2]1[C@:6]2([CH3:20])[CH2:7][C@H:8]3[C@H:17]([CH2:18][C@H:5]2[CH2:4][CH2:3]1)[C@@H:16]1[C:11](=[CH:12][C:13](=[O:19])[CH2:14][CH2:15]1)[CH2:10][CH2:9]3, predict the reaction product. The product is: [OH:1][C@H:2]1[C@:6]2([CH3:20])[CH2:7][C@H:8]3[C@H:17]([CH2:18][C@H:5]2[CH2:4][CH2:3]1)[C@@H:16]1[C@@H:11]([CH2:12][C:13](=[O:19])[CH2:14][CH2:15]1)[CH2:10][CH2:9]3. (3) The product is: [CH:1]1([O:6][C:7]2[C:36]([CH3:37])=[CH:35][C:10]3[N:11]=[C:12]4[C:17]([N:18]([CH2:19][CH2:20][N:21]([CH2:22][C:23]5[CH:28]=[CH:27][CH:26]=[CH:25][C:24]=5[C:29]([F:31])([F:32])[F:30])[C:38](=[O:39])[O:40][C:41]([CH3:44])([CH3:43])[CH3:42])[C:9]=3[CH:8]=2)=[N:16][C:15](=[O:33])[NH:14][C:13]4=[O:34])[CH2:5][CH2:4][CH2:3][CH2:2]1. Given the reactants [CH:1]1([O:6][C:7]2[C:36]([CH3:37])=[CH:35][C:10]3[N:11]=[C:12]4[C:17]([N:18]([CH2:19][CH2:20][NH:21][CH2:22][C:23]5[CH:28]=[CH:27][CH:26]=[CH:25][C:24]=5[C:29]([F:32])([F:31])[F:30])[C:9]=3[CH:8]=2)=[N:16][C:15](=[O:33])[NH:14][C:13]4=[O:34])[CH2:5][CH2:4][CH2:3][CH2:2]1.[C:38](O[C:38]([O:40][C:41]([CH3:44])([CH3:43])[CH3:42])=[O:39])([O:40][C:41]([CH3:44])([CH3:43])[CH3:42])=[O:39].CCN(CC)CC, predict the reaction product. (4) The product is: [C:27]([NH:31][C:24](=[O:25])[CH2:23][C:14]1[C:15]2[C:20](=[CH:19][CH:18]=[CH:17][CH:16]=2)[C:21](=[O:22])[N:12]([NH:11][C:9](=[O:10])[CH2:8][C:5]2[CH:6]=[CH:7][C:2]([Cl:1])=[CH:3][CH:4]=2)[N:13]=1)([CH3:30])([CH3:29])[CH3:28]. Given the reactants [Cl:1][C:2]1[CH:7]=[CH:6][C:5]([CH2:8][C:9]([NH:11][N:12]2[C:21](=[O:22])[C:20]3[C:15](=[CH:16][CH:17]=[CH:18][CH:19]=3)[C:14]([CH2:23][C:24](O)=[O:25])=[N:13]2)=[O:10])=[CH:4][CH:3]=1.[C:27]([NH2:31])([CH3:30])([CH3:29])[CH3:28], predict the reaction product. (5) Given the reactants C1([Bi:7]([C:14]2[CH:19]=[CH:18][CH:17]=[CH:16][CH:15]=2)C2C=CC=CC=2)C=CC=CC=1.C([C:28]1[CH:36]=[CH:35][CH:34]=[CH:33][C:29]=1[C:30]([OH:32])=[O:31])(=O)C1C=CC=CC=1.[O:37]1CCOC[CH2:38]1, predict the reaction product. The product is: [C:30]([O:32][C:38](=[O:37])[C:14]1[CH:15]=[CH:16][CH:17]=[CH:18][CH:19]=1)(=[O:31])[C:29]1[CH:28]=[CH:36][CH:35]=[CH:34][CH:33]=1.[Bi+3:7]. (6) The product is: [CH:1]1([NH:5][CH2:7][CH2:6][CH2:12][S:9]([OH:11])(=[O:10])=[O:8])[CH2:4][CH2:3][CH2:2]1. Given the reactants [CH:1]1([NH2:5])[CH2:4][CH2:3][CH2:2]1.[CH2:6]1[CH2:12][S:9](=[O:11])(=[O:10])[O:8][CH2:7]1.C1COCC1, predict the reaction product. (7) Given the reactants C(NCCCCCCCCCCCCCCCCCC)CCCCCCCCCCCCCCCCC.[C:38]([O:61][CH2:62][CH2:63][OH:64])(=[O:60])[CH2:39][CH2:40][CH2:41][CH2:42][CH2:43][CH2:44][CH2:45][CH2:46][CH2:47][CH2:48][CH2:49]CCCCCCCCCC.[C:65](OC[C:86]([CH2:91][OH:92])([CH2:89][OH:90])CO)(=[O:83])[CH2:66][CH2:67][CH2:68][CH2:69][CH2:70][CH2:71][CH2:72]/[CH:73]=[CH:74]\[CH2:75][CH2:76][CH2:77][CH2:78][CH2:79][CH2:80][CH2:81][CH3:82].[CH2:93]([OH:111])CCCCCCCCCCCCCCCCC.C(O)(=[O:130])CCCCCCC/C=C\CCCCCCCC, predict the reaction product. The product is: [CH2:38]([OH:60])[CH2:39][CH2:40][CH2:41][CH2:42][CH2:43][CH2:44][CH2:45][CH2:46][CH2:47][CH2:48][CH3:49].[CH2:65]([OH:83])[CH2:66][CH2:67][CH2:68][CH2:69][CH2:70][CH2:71][CH2:72][CH2:73][CH2:74][CH2:75][CH2:76][CH2:77][CH2:78][CH2:79][CH2:80][CH2:81][CH3:82].[CH:44]1[CH:43]=[CH:42][C:41](/[CH:40]=[CH:39]/[CH2:38][O:61][C@@H:62]2[O:130][C@H:86]([CH2:89][OH:90])[C@@H:91]([OH:92])[C@H:93]([OH:111])[C@H:63]2[OH:64])=[CH:46][CH:45]=1. (8) Given the reactants [NH2:1][C:2]1[C:9]([C:10]#[N:11])=[C:8]([OH:12])[C:7]([OH:13])=[CH:6][C:3]=1[C:4]#[N:5].[CH3:14][O:15][C:16]1[CH:23]=[CH:22][C:19]([CH:20]=O)=[CH:18][CH:17]=1, predict the reaction product. The product is: [OH:12][C:8]1[C:7]([OH:13])=[CH:6][C:3]([C:4]#[N:5])=[C:2](/[N:1]=[CH:20]/[C:19]2[CH:22]=[CH:23][C:16]([O:15][CH3:14])=[CH:17][CH:18]=2)[C:9]=1[C:10]#[N:11]. (9) Given the reactants [CH2:1]([N:4]1[C@H:9]([CH3:10])[CH2:8][N:7]([C@@H:11]([C:27]2[CH:32]=[CH:31][CH:30]=[C:29]([OH:33])[CH:28]=2)[C:12]2[CH:13]=[C:14]([CH:24]=[CH:25][CH:26]=2)[C:15]([N:17]2[CH2:22][CH2:21][C:20](=O)[CH2:19][CH2:18]2)=[O:16])[C@@H:6]([CH3:34])[CH2:5]1)[CH:2]=[CH2:3].Cl.[NH2:36][CH2:37][CH2:38][CH2:39][C:40]([O:42][CH2:43][CH3:44])=[O:41].[OH-].[K+].C([BH3-])#N.[Na+], predict the reaction product. The product is: [CH2:43]([O:42][C:40](=[O:41])[CH2:39][CH2:38][CH2:37][NH:36][CH:20]1[CH2:19][CH2:18][N:17]([C:15](=[O:16])[C:14]2[CH:24]=[CH:25][CH:26]=[C:12]([C@@H:11]([N:7]3[CH2:8][C@@H:9]([CH3:10])[N:4]([CH2:1][CH:2]=[CH2:3])[CH2:5][C@@H:6]3[CH3:34])[C:27]3[CH:32]=[CH:31][CH:30]=[C:29]([OH:33])[CH:28]=3)[CH:13]=2)[CH2:22][CH2:21]1)[CH3:44].